Dataset: Full USPTO retrosynthesis dataset with 1.9M reactions from patents (1976-2016). Task: Predict the reactants needed to synthesize the given product. Given the product [CH3:1][S:2]([OH:5])(=[O:4])=[O:3].[F:6][C:7]1[CH:8]=[C:9]([CH:24]=[CH:25][CH:26]=1)[O:10][C@H:11]([C:18]1[CH:19]=[CH:20][CH:21]=[CH:22][CH:23]=1)[CH:12]1[CH2:13][CH2:14][NH:15][CH2:16][CH2:17]1, predict the reactants needed to synthesize it. The reactants are: [CH3:1][S:2]([OH:5])(=[O:4])=[O:3].[F:6][C:7]1[CH:8]=[C:9]([CH:24]=[CH:25][CH:26]=1)[O:10][C@H:11]([C:18]1[CH:23]=[CH:22][CH:21]=[CH:20][CH:19]=1)[CH:12]1[CH2:17][CH2:16][NH:15][CH2:14][CH2:13]1.